Dataset: Full USPTO retrosynthesis dataset with 1.9M reactions from patents (1976-2016). Task: Predict the reactants needed to synthesize the given product. (1) Given the product [CH3:18][C:19]1[N:20]=[CH:21][O:22][C:23]=1[C:24]([C:10]1[CH:11]=[CH:12][CH:13]=[CH:14][C:9]=1[CH:2]([CH3:1])[C:3]#[C:4][Si:5]([CH3:8])([CH3:7])[CH3:6])=[O:25], predict the reactants needed to synthesize it. The reactants are: [CH3:1][CH:2]([C:9]1[CH:14]=[CH:13][CH:12]=[CH:11][C:10]=1B(O)O)[C:3]#[C:4][Si:5]([CH3:8])([CH3:7])[CH3:6].[CH3:18][C:19]1[N:20]=[CH:21][O:22][C:23]=1[C:24](Cl)=[O:25].[O-]P([O-])([O-])=O.[K+].[K+].[K+].O.CCCCCC. (2) Given the product [CH3:30][S:27]([C:24]1[CH:25]=[CH:26][C:21]([NH:13][C:9]2[N:8]=[C:7]([C:4]3[N:3]([CH:14]4[CH2:19][CH2:18][O:17][CH2:16][CH2:15]4)[C:2]([CH3:1])=[N:6][CH:5]=3)[CH:12]=[CH:11][N:10]=2)=[CH:22][CH:23]=1)(=[O:29])=[O:28], predict the reactants needed to synthesize it. The reactants are: [CH3:1][C:2]1[N:3]([CH:14]2[CH2:19][CH2:18][O:17][CH2:16][CH2:15]2)[C:4]([C:7]2[CH:12]=[CH:11][N:10]=[C:9]([NH2:13])[N:8]=2)=[CH:5][N:6]=1.Br[C:21]1[CH:26]=[CH:25][C:24]([S:27]([CH3:30])(=[O:29])=[O:28])=[CH:23][CH:22]=1.C([O-])([O-])=O.[Cs+].[Cs+].CC(C1C=C(C(C)C)C(C2C=CC=CC=2P(C2CCCCC2)C2CCCCC2)=C(C(C)C)C=1)C.